Dataset: Full USPTO retrosynthesis dataset with 1.9M reactions from patents (1976-2016). Task: Predict the reactants needed to synthesize the given product. (1) Given the product [OH:20][CH:19]([CH:18]([NH:22][C:23](=[O:29])[O:24][C:25]([CH3:28])([CH3:26])[CH3:27])[CH2:17][CH:16]([CH2:15][C:12]1[CH:13]=[C:14]2[C:9](=[CH:10][CH:11]=1)[N:8]([CH3:33])[CH:7]=[C:6]2[CH2:5][CH2:4][CH2:3][O:2][CH3:1])[CH:30]([CH3:31])[CH3:32])[CH2:21][NH:8][CH:9]([CH3:14])[CH3:10], predict the reactants needed to synthesize it. The reactants are: [CH3:1][O:2][CH2:3][CH2:4][CH2:5][C:6]1[C:14]2[C:9](=[CH:10][CH:11]=[C:12]([CH2:15][CH:16]([CH:30]([CH3:32])[CH3:31])[CH2:17][CH:18]([NH:22][C:23](=[O:29])[O:24][C:25]([CH3:28])([CH3:27])[CH3:26])[CH:19]3[CH2:21][O:20]3)[CH:13]=2)[N:8]([CH3:33])[CH:7]=1. (2) Given the product [CH2:1]([O:3][C:4](=[O:12])[C:5]1[CH:10]=[C:9]([CH3:21])[N:8]=[C:7]([CH:14]2[CH2:18][CH2:17][CH2:16][CH2:15]2)[CH:6]=1)[CH3:2], predict the reactants needed to synthesize it. The reactants are: [CH2:1]([O:3][C:4](=[O:12])[C:5]1[CH:10]=[CH:9][N:8]=[C:7](Cl)[CH:6]=1)[CH3:2].[Cl-].[CH:14]1([Zn+])[CH2:18][CH2:17][CH2:16][CH2:15]1.O1CCOC[CH2:21]1. (3) The reactants are: C(Cl)(=O)C(Cl)=O.[CH3:7][O:8][C:9]1[CH:17]=[CH:16][CH:15]=[CH:14][C:10]=1[C:11]([OH:13])=O.[NH2:18][C:19]1[CH:31]=[C:30]([O:32][C:33]2[CH:38]=[CH:37][CH:36]=[CH:35][CH:34]=2)[CH:29]=[CH:28][C:20]=1[C:21]([O:23][C:24]([CH3:27])([CH3:26])[CH3:25])=[O:22].C(=O)([O-])O.[Na+]. Given the product [CH3:7][O:8][C:9]1[CH:17]=[CH:16][CH:15]=[CH:14][C:10]=1[C:11]([NH:18][C:19]1[CH:31]=[C:30]([O:32][C:33]2[CH:38]=[CH:37][CH:36]=[CH:35][CH:34]=2)[CH:29]=[CH:28][C:20]=1[C:21]([O:23][C:24]([CH3:25])([CH3:26])[CH3:27])=[O:22])=[O:13], predict the reactants needed to synthesize it. (4) Given the product [CH2:6]([O:8][C:9](=[O:18])[CH2:10][C@@H:11]1[CH2:16][CH2:15][CH2:14][CH2:13][C@@H:12]1[O:17][S:2]([CH3:1])(=[O:4])=[O:3])[CH3:7], predict the reactants needed to synthesize it. The reactants are: [CH3:1][S:2](Cl)(=[O:4])=[O:3].[CH2:6]([O:8][C:9](=[O:18])[CH2:10][C@@H:11]1[CH2:16][CH2:15][CH2:14][CH2:13][C@@H:12]1[OH:17])[CH3:7].N1C=CC=CC=1.